Predict the reactants needed to synthesize the given product. From a dataset of Full USPTO retrosynthesis dataset with 1.9M reactions from patents (1976-2016). (1) Given the product [CH2:1]([O:5][CH2:6][CH2:7][O:8][C:9]1[CH:10]=[CH:11][C:12]([C:15]2[CH:16]=[CH:17][C:18]3[NH:24][CH2:23][CH2:22][C:21]([C:31]([NH:33][C:34]4[CH:39]=[CH:38][C:37]([CH:40]([OH:52])[C:41]5[C:46]([O:47][CH2:48][CH2:49][CH3:50])=[CH:45][CH:44]=[CH:43][N+:42]=5[O-:51])=[CH:36][CH:35]=4)=[O:32])=[CH:20][C:19]=3[CH:53]=2)=[CH:13][CH:14]=1)[CH2:2][CH2:3][CH3:4], predict the reactants needed to synthesize it. The reactants are: [CH2:1]([O:5][CH2:6][CH2:7][O:8][C:9]1[CH:14]=[CH:13][C:12]([C:15]2[CH:16]=[CH:17][C:18]3[N:24](C(=O)C(F)(F)F)[CH2:23][CH2:22][C:21]([C:31]([NH:33][C:34]4[CH:39]=[CH:38][C:37]([CH:40]([OH:52])[C:41]5[C:46]([O:47][CH2:48][CH2:49][CH3:50])=[CH:45][CH:44]=[CH:43][N+:42]=5[O-:51])=[CH:36][CH:35]=4)=[O:32])=[CH:20][C:19]=3[CH:53]=2)=[CH:11][CH:10]=1)[CH2:2][CH2:3][CH3:4].[BH4-].[Na+].O. (2) The reactants are: Cl.[N+:2]([C:5]1[CH:10]=[CH:9][C:8]([C:11]2[S:15][C:14]([CH2:16][CH2:17][NH2:18])=[N:13][CH:12]=2)=[CH:7][CH:6]=1)([O-:4])=[O:3].[S:19](O[S:19]([C:22]([F:25])([F:24])[F:23])(=[O:21])=[O:20])([C:22]([F:25])([F:24])[F:23])(=[O:21])=[O:20].C(N(CC)CC)C. Given the product [F:23][C:22]([F:25])([F:24])[S:19]([NH:18][CH2:17][CH2:16][C:14]1[S:15][C:11]([C:8]2[CH:7]=[CH:6][C:5]([N+:2]([O-:4])=[O:3])=[CH:10][CH:9]=2)=[CH:12][N:13]=1)(=[O:21])=[O:20], predict the reactants needed to synthesize it.